From a dataset of Full USPTO retrosynthesis dataset with 1.9M reactions from patents (1976-2016). Predict the reactants needed to synthesize the given product. (1) The reactants are: [C:1]([C:3]1[CH:4]=[C:5]([C:13]2[O:17][N:16]=[C:15]([C:18]3[CH:26]=[CH:25][CH:24]=[C:23]4[C:19]=3[CH2:20][CH2:21][C@H:22]4[N:27]([CH2:35][CH2:36][OH:37])[C:28](=O)[O:29]C(C)(C)C)[N:14]=2)[CH:6]=[CH:7][C:8]=1[O:9][CH:10]([CH3:12])[CH3:11])#[N:2].[H-].[Na+]. Given the product [CH:10]([O:9][C:8]1[CH:7]=[CH:6][C:5]([C:13]2[O:17][N:16]=[C:15]([C:18]3[CH:26]=[CH:25][CH:24]=[C:23]4[C:19]=3[CH2:20][CH2:21][C@H:22]4[N:27]3[CH2:35][CH2:36][O:37][C:28]3=[O:29])[N:14]=2)=[CH:4][C:3]=1[C:1]#[N:2])([CH3:12])[CH3:11], predict the reactants needed to synthesize it. (2) Given the product [Cl:1][C:2]1[CH:7]=[CH:6][C:5]([CH:8]([NH2:9])[C:20]2[CH:21]=[CH:22][C:23]([C:26]3[N:34]=[CH:33][N:32]=[C:31]4[C:27]=3[N:28]=[CH:29][N:30]4[CH:35]3[CH2:40][CH2:39][CH2:38][CH2:37][O:36]3)=[CH:24][CH:25]=2)=[CH:4][CH:3]=1, predict the reactants needed to synthesize it. The reactants are: [Cl:1][C:2]1[CH:7]=[CH:6][C:5]([CH:8]([C:20]2[CH:25]=[CH:24][C:23]([C:26]3[N:34]=[CH:33][N:32]=[C:31]4[C:27]=3[N:28]=[CH:29][N:30]4[CH:35]3[CH2:40][CH2:39][CH2:38][CH2:37][O:36]3)=[CH:22][CH:21]=2)[N:9]2C(=O)C3C(=CC=CC=3)C2=O)=[CH:4][CH:3]=1.O.NN. (3) Given the product [Br:1][C:2]1[N:3]=[CH:13][CH:12]=[CH:18][C:17]=1[C:15]([NH2:16])=[O:21], predict the reactants needed to synthesize it. The reactants are: [Br:1][C:2]1C=CC(C(O)=O)=C[N:3]=1.F[C:12]1[CH:18]=[CH:17][C:15]([NH2:16])=C[CH:13]=1.CC[O:21]C1N(C(OCC)=O)C2C(=CC=CC=2)C=C1. (4) Given the product [CH:22]([C@H:16]1[CH2:17][CH2:18][C@H:19]([CH3:21])[CH2:20][C@@H:15]1[O:4][C:3](=[O:5])[C:2](=[O:1])[CH2:6][CH2:7][C:8]([OH:10])=[O:9])([CH3:24])[CH3:23], predict the reactants needed to synthesize it. The reactants are: [O:1]=[C:2]([CH2:6][CH2:7][C:8]([OH:10])=[O:9])[C:3]([OH:5])=[O:4].[H-].[Na+].[Na].Br[C@@H:15]1[CH2:20][C@@H:19]([CH3:21])[CH2:18][CH2:17][C@@H:16]1[CH:22]([CH3:24])[CH3:23]. (5) Given the product [C:17]([NH:1][CH2:2][CH2:3][C:4]1[C:12]([O:13][CH3:14])=[CH:11][C:10]([O:15][CH3:16])=[C:9]2[C:5]=1[CH:6]=[CH:7][NH:8]2)(=[O:19])[CH3:18], predict the reactants needed to synthesize it. The reactants are: [NH2:1][CH2:2][CH2:3][C:4]1[C:12]([O:13][CH3:14])=[CH:11][C:10]([O:15][CH3:16])=[C:9]2[C:5]=1[CH:6]=[CH:7][NH:8]2.[C:17](OC(=O)C)(=[O:19])[CH3:18]. (6) Given the product [N:11]1[NH:16][N:17]=[N:18][C:10]=1[C:2]1[NH:1][C:9]2[C:4]([CH:3]=1)=[CH:5][CH:6]=[CH:7][CH:8]=2, predict the reactants needed to synthesize it. The reactants are: [NH:1]1[C:9]2[C:4](=[CH:5][CH:6]=[CH:7][CH:8]=2)[CH:3]=[C:2]1[C:10]#[N:11].C[Sn]([N:16]=[N+:17]=[N-:18])(C)C. (7) Given the product [OH:8][C:9]1[CH:30]=[C:29]([CH3:31])[C:12]([CH2:13][C@@H:14]2[CH2:18][CH2:17][N:16]([CH:19]3[CH2:27][CH2:26][C:25]4[C:21](=[CH:22][NH:23][N:24]=4)[CH2:20]3)[C:15]2=[O:28])=[C:11]([CH3:32])[CH:10]=1, predict the reactants needed to synthesize it. The reactants are: C([O:8][C:9]1[CH:30]=[C:29]([CH3:31])[C:12]([CH2:13][C@@H:14]2[CH2:18][CH2:17][N:16]([CH:19]3[CH2:27][CH2:26][C:25]4[C:21](=[CH:22][NH:23][N:24]=4)[CH2:20]3)[C:15]2=[O:28])=[C:11]([CH3:32])[CH:10]=1)C1C=CC=CC=1. (8) Given the product [CH:11]1[C:12]2[C:7](=[CH:6][CH:5]=[CH:4][C:3]=2[OH:2])[CH:8]=[CH:9][N:10]=1, predict the reactants needed to synthesize it. The reactants are: C[O:2][C:3]1[CH:4]=[CH:5][CH:6]=[C:7]2[C:12]=1[CH:11]=[N:10][CH:9]=[CH:8]2.B(Br)(Br)Br.CO.